From a dataset of Peptide-MHC class I binding affinity with 185,985 pairs from IEDB/IMGT. Regression. Given a peptide amino acid sequence and an MHC pseudo amino acid sequence, predict their binding affinity value. This is MHC class I binding data. The peptide sequence is TVYYGVPVWK. The MHC is HLA-B58:01 with pseudo-sequence HLA-B58:01. The binding affinity (normalized) is 0.108.